This data is from Full USPTO retrosynthesis dataset with 1.9M reactions from patents (1976-2016). The task is: Predict the reactants needed to synthesize the given product. (1) Given the product [C:1]12([CH2:11][NH:12][C:15](=[O:16])[C@@H:14]([OH:13])[C:18]3[CH:23]=[CH:22][CH:21]=[CH:20][CH:19]=3)[CH2:8][CH:7]3[CH2:6][CH:5]([CH2:4][CH:3]([CH2:9]3)[CH2:2]1)[CH2:10]2, predict the reactants needed to synthesize it. The reactants are: [C:1]12([CH2:11][NH2:12])[CH2:10][CH:5]3[CH2:6][CH:7]([CH2:9][CH:3]([CH2:4]3)[CH2:2]1)[CH2:8]2.[OH:13][C@@H:14]([C:18]1[CH:23]=[CH:22][CH:21]=[CH:20][CH:19]=1)[C:15](O)=[O:16].CCN=C=NCCCN(C)C.C1C=CC2N(O)N=NC=2C=1.CCN(C(C)C)C(C)C. (2) Given the product [Br:16][C:17]1[CH:18]=[C:19]([CH:23]=[CH:24][C:25]=1[O:26][C:8]1[CH:15]=[CH:14][C:11]([CH:12]=[O:13])=[CH:10][CH:9]=1)[C:20]([NH2:22])=[O:21], predict the reactants needed to synthesize it. The reactants are: C([O-])([O-])=O.[K+].[K+].F[C:8]1[CH:15]=[CH:14][C:11]([CH:12]=[O:13])=[CH:10][CH:9]=1.[Br:16][C:17]1[CH:18]=[C:19]([CH:23]=[CH:24][C:25]=1[OH:26])[C:20]([NH2:22])=[O:21]. (3) Given the product [Cl:1][C:2]1[C:7]([CH3:8])=[CH:6][N:5]=[C:4]([C:9]([OH:12])=[O:10])[CH:3]=1, predict the reactants needed to synthesize it. The reactants are: [Cl:1][C:2]1[C:7]([CH3:8])=[CH:6][N:5]=[C:4]([CH2:9][OH:10])[CH:3]=1.C([O-])([O-])=[O:12].[Na+].[Na+].[O-][Mn](=O)(=O)=O.[K+]. (4) Given the product [CH2:1]([O:5][C:6]([N:8]1[CH2:9][CH2:10][N:11]([C:14](=[O:30])[C@@H:15]([NH2:22])[CH2:16][C:17]2[N:18]=[N:19][NH:20][CH:21]=2)[CH2:12][CH2:13]1)=[O:7])[CH2:2][CH2:3][CH3:4], predict the reactants needed to synthesize it. The reactants are: [CH2:1]([O:5][C:6]([N:8]1[CH2:13][CH2:12][N:11]([C:14](=[O:30])[C@@H:15]([NH:22]C(OC(C)(C)C)=O)[CH2:16][C:17]2[N:18]=[N:19][NH:20][CH:21]=2)[CH2:10][CH2:9]1)=[O:7])[CH2:2][CH2:3][CH3:4].C(O)(C(F)(F)F)=O. (5) Given the product [N:34]1([CH2:33][CH2:32][CH2:31][O:30][C:26]2[CH:25]=[C:24]([NH:23][C:19]3[N:18]=[C:17]([C:16]4[C:8]([C:4]5[CH:3]=[C:2]([NH:1][C:46](=[O:47])[CH2:45][C:41]6[S:40][CH:44]=[CH:43][CH:42]=6)[CH:7]=[CH:6][CH:5]=5)=[N:9][N:10]5[CH:15]=[CH:14][CH:13]=[CH:12][C:11]=45)[CH:22]=[CH:21][N:20]=3)[CH:29]=[CH:28][CH:27]=2)[CH2:39][CH2:38][O:37][CH2:36][CH2:35]1, predict the reactants needed to synthesize it. The reactants are: [NH2:1][C:2]1[CH:3]=[C:4]([C:8]2[C:16]([C:17]3[CH:22]=[CH:21][N:20]=[C:19]([NH:23][C:24]4[CH:29]=[CH:28][CH:27]=[C:26]([O:30][CH2:31][CH2:32][CH2:33][N:34]5[CH2:39][CH2:38][O:37][CH2:36][CH2:35]5)[CH:25]=4)[N:18]=3)=[C:11]3[CH:12]=[CH:13][CH:14]=[CH:15][N:10]3[N:9]=2)[CH:5]=[CH:6][CH:7]=1.[S:40]1[CH:44]=[CH:43][CH:42]=[C:41]1[CH2:45][C:46](Cl)=[O:47]. (6) The reactants are: [NH:1]1[CH2:6][CH2:5][CH:4]([CH2:7]O)[CH2:3][CH2:2]1.Cl[C:10]([O:12][CH:13]([CH3:15])[CH3:14])=[O:11].C1(C)C=CC=CC=1.[CH3:23][O:24][C:25]1[CH:26]=[C:27]([NH2:43])[C:28]([Cl:42])=[CH:29][C:30]=1[C:31]([NH:33][CH:34]1[CH:39]([O:40][CH3:41])[CH2:38][NH:37][CH2:36][CH2:35]1)=[O:32]. Given the product [NH2:43][C:27]1[C:28]([Cl:42])=[CH:29][C:30]([C:31]([NH:33][C@H:34]2[CH2:35][CH2:36][N:37]([CH2:7][CH:4]3[CH2:3][CH2:2][N:1]([C:10]([O:12][CH:13]([CH3:15])[CH3:14])=[O:11])[CH2:6][CH2:5]3)[CH2:38][C@H:39]2[O:40][CH3:41])=[O:32])=[C:25]([O:24][CH3:23])[CH:26]=1, predict the reactants needed to synthesize it. (7) Given the product [F:26][C:27]1[CH:28]=[CH:29][C:30]([CH2:31][O:32][CH2:33][C:34]([NH:36][CH2:37][CH2:38][CH:39]2[CH2:40][CH2:9][N:8]([C:1]([O:24][CH2:23][CH2:22][C:19]3[C:17]4[C:16](=[CH:15][CH:14]=[CH:13][CH:18]=4)[NH:21][CH:20]=3)=[O:2])[CH2:12][CH2:11]2)=[O:35])=[CH:45][CH:46]=1, predict the reactants needed to synthesize it. The reactants are: [C:1]([N:8]1[CH:12]=[CH:11]N=[CH:9]1)(N1C=CN=C1)=[O:2].[CH:13]1[CH:14]=[CH:15][C:16]2[NH:21][CH:20]=[C:19]([CH2:22][CH2:23][OH:24])[C:17]=2[CH:18]=1.Cl.[F:26][C:27]1[CH:46]=[CH:45][C:30]([CH2:31][O:32][CH2:33][C:34]([NH:36][CH2:37][CH2:38][CH:39]2CCNC[CH2:40]2)=[O:35])=[CH:29][CH:28]=1. (8) Given the product [CH3:20][S:19][C:16]1[CH:17]=[CH:18][C:13]([CH:5]([CH2:6][CH:7]2[CH2:8][CH2:9][O:10][CH2:11][CH2:12]2)[C:4](=[O:21])[CH:23]=[CH2:24])=[N:14][CH:15]=1, predict the reactants needed to synthesize it. The reactants are: CON(C)[C:4](=[O:21])[CH:5]([C:13]1[CH:18]=[CH:17][C:16]([S:19][CH3:20])=[CH:15][N:14]=1)[CH2:6][CH:7]1[CH2:12][CH2:11][O:10][CH2:9][CH2:8]1.[CH:23]([Mg]Br)=[CH2:24].Cl. (9) The reactants are: CCN=C=NCCCN(C)C.Cl.[NH:13]1[C:21]2[C:16](=[CH:17][C:18]([C:22]3[CH:23]=[C:24]([CH:28]=[C:29]([O:31][CH3:32])[CH:30]=3)[C:25](O)=[O:26])=[CH:19][CH:20]=2)[CH:15]=[CH:14]1.Cl.[NH:34]1[C:38]([C:39]2[CH:40]=[C:41]3[C:51](=[CH:52][CH:53]=2)[O:50][C:44]2([CH2:49][CH2:48][NH:47][CH2:46][CH2:45]2)[CH2:43][C:42]3=[O:54])=[N:37][N:36]=[N:35]1.C1C=CC2N(O)N=NC=2C=1.C(N(CC)CC)C. Given the product [NH:13]1[C:21]2[C:16](=[CH:17][C:18]([C:22]3[CH:23]=[C:24]([C:25]([N:47]4[CH2:48][CH2:49][C:44]5([CH2:43][C:42](=[O:54])[C:41]6[C:51](=[CH:52][CH:53]=[C:39]([C:38]7[NH:37][N:36]=[N:35][N:34]=7)[CH:40]=6)[O:50]5)[CH2:45][CH2:46]4)=[O:26])[CH:28]=[C:29]([O:31][CH3:32])[CH:30]=3)=[CH:19][CH:20]=2)[CH:15]=[CH:14]1, predict the reactants needed to synthesize it. (10) The reactants are: CS(O[CH2:6][C:7]1[CH:12]=[CH:11][CH:10]=[C:9]([NH:13][C:14]([O:16][C:17]([CH3:20])([CH3:19])[CH3:18])=[O:15])[N:8]=1)(=O)=O.[CH3:21][N:22]1[CH2:27][CH2:26][NH:25][CH2:24][CH2:23]1.C(=O)([O-])[O-].[K+].[K+]. Given the product [CH3:21][N:22]1[CH2:27][CH2:26][N:25]([CH2:6][C:7]2[N:8]=[C:9]([NH:13][C:14](=[O:15])[O:16][C:17]([CH3:20])([CH3:19])[CH3:18])[CH:10]=[CH:11][CH:12]=2)[CH2:24][CH2:23]1, predict the reactants needed to synthesize it.